From a dataset of Reaction yield outcomes from USPTO patents with 853,638 reactions. Predict the reaction yield, written as a fraction of the theoretical maximum amount of product (1.0 means a 100% yield; for example, 0.34 means a 34% yield). The reactants are [CH2:1]([CH:5]1[N:10]([C:11](=[O:26])[CH2:12][CH2:13][C:14]2[NH:18][C:17](C(OC(C)(C)C)=O)=[N:16][CH:15]=2)[CH2:9][CH2:8][N:7]2[CH:27]=[C:28]([C:30]3[CH:35]=[CH:34][CH:33]=[CH:32][C:31]=3[O:36][CH3:37])[N:29]=[C:6]12)[CH2:2][CH2:3][CH3:4].Cl. The catalyst is CO. The product is [CH2:1]([CH:5]1[N:10]([C:11](=[O:26])[CH2:12][CH2:13][C:14]2[NH:18][CH:17]=[N:16][CH:15]=2)[CH2:9][CH2:8][N:7]2[CH:27]=[C:28]([C:30]3[CH:35]=[CH:34][CH:33]=[CH:32][C:31]=3[O:36][CH3:37])[N:29]=[C:6]12)[CH2:2][CH2:3][CH3:4]. The yield is 0.470.